Dataset: Full USPTO retrosynthesis dataset with 1.9M reactions from patents (1976-2016). Task: Predict the reactants needed to synthesize the given product. Given the product [CH:1]([C@H:3]1[CH2:8][CH2:7][C@H:6]([C:9]([OH:11])=[O:10])[CH2:5][CH2:4]1)=[CH2:2], predict the reactants needed to synthesize it. The reactants are: [CH:1]([CH:3]1[CH2:8][CH2:7][CH:6]([C:9]([O:11]C)=[O:10])[CH2:5][CH2:4]1)=[CH2:2].[OH-].[Na+].Cl.CCCCCC.